Dataset: Forward reaction prediction with 1.9M reactions from USPTO patents (1976-2016). Task: Predict the product of the given reaction. Given the reactants C(=O)([O-])[O-].[K+].[K+].C([O:10][CH2:11][C:12]1[O:16][N:15]=[C:14]([C:17]2[CH:22]=[CH:21][C:20]([C:23]3([C:30]4[CH:35]=[CH:34][C:33]([O:36][CH2:37][C:38]5[CH:43]=[CH:42][CH:41]=[CH:40][N:39]=5)=[CH:32][CH:31]=4)[CH2:28][CH:27]4[CH2:29][CH:24]3[CH2:25][CH2:26]4)=[CH:19][CH:18]=2)[N:13]=1)(=O)C, predict the reaction product. The product is: [N:39]1[CH:40]=[CH:41][CH:42]=[CH:43][C:38]=1[CH2:37][O:36][C:33]1[CH:34]=[CH:35][C:30]([C:23]2([C:20]3[CH:21]=[CH:22][C:17]([C:14]4[N:13]=[C:12]([CH2:11][OH:10])[O:16][N:15]=4)=[CH:18][CH:19]=3)[CH2:28][CH:27]3[CH2:29][CH:24]2[CH2:25][CH2:26]3)=[CH:31][CH:32]=1.